This data is from Merck oncology drug combination screen with 23,052 pairs across 39 cell lines. The task is: Regression. Given two drug SMILES strings and cell line genomic features, predict the synergy score measuring deviation from expected non-interaction effect. (1) Drug 1: Nc1ccn(C2OC(CO)C(O)C2(F)F)c(=O)n1. Drug 2: NC1(c2ccc(-c3nc4ccn5c(=O)[nH]nc5c4cc3-c3ccccc3)cc2)CCC1. Cell line: EFM192B. Synergy scores: synergy=-5.45. (2) Drug 2: CC1(c2nc3c(C(N)=O)cccc3[nH]2)CCCN1. Synergy scores: synergy=15.9. Cell line: NCIH2122. Drug 1: CC(C)CC(NC(=O)C(Cc1ccccc1)NC(=O)c1cnccn1)B(O)O. (3) Synergy scores: synergy=-7.51. Drug 2: NC(=O)c1cccc2cn(-c3ccc(C4CCCNC4)cc3)nc12. Drug 1: CCC1=CC2CN(C1)Cc1c([nH]c3ccccc13)C(C(=O)OC)(c1cc3c(cc1OC)N(C)C1C(O)(C(=O)OC)C(OC(C)=O)C4(CC)C=CCN5CCC31C54)C2. Cell line: LNCAP.